From a dataset of Full USPTO retrosynthesis dataset with 1.9M reactions from patents (1976-2016). Predict the reactants needed to synthesize the given product. (1) Given the product [NH2:1][C:2]1[N:3]=[CH:4][C:5]([C:18]2[CH:25]=[CH:24][C:21]([CH2:22][NH:27][CH:28]3[CH2:33][CH2:32][NH:31][C@@H:30]([C:41]([O:43][C:44]([CH3:45])([CH3:46])[CH3:47])=[O:42])[CH2:29]3)=[C:20]([CH3:26])[CH:19]=2)=[N:6][C:7]=1[NH:8][CH2:9][C:10]1[C:11]([Cl:17])=[CH:12][CH:13]=[CH:14][C:15]=1[Cl:16], predict the reactants needed to synthesize it. The reactants are: [NH2:1][C:2]1[N:3]=[CH:4][C:5]([C:18]2[CH:25]=[CH:24][C:21]([CH:22]=O)=[C:20]([CH3:26])[CH:19]=2)=[N:6][C:7]=1[NH:8][CH2:9][C:10]1[C:15]([Cl:16])=[CH:14][CH:13]=[CH:12][C:11]=1[Cl:17].[NH2:27][CH:28]1[CH2:33][CH2:32][N:31](C(OC(C)(C)C)=O)[C@@H:30]([C:41]([O:43][C:44]([CH3:47])([CH3:46])[CH3:45])=[O:42])[CH2:29]1. (2) Given the product [Cl:1][C:2]1[C:7]([N:8]2[CH2:17][CH2:16][C@@H:15]3[C@H:10]([O:11][CH2:12][CH2:13][N:14]3[CH:48]3[CH2:49][O:46][CH2:47]3)[CH2:9]2)=[CH:6][C:5]([C:18]#[N:19])=[CH:4][C:3]=1[NH:20][C:21]1[N:26]=[C:25]([NH:27][CH2:28][CH3:29])[C:24]2=[N:30][CH:31]=[C:32]([C:33]#[N:34])[N:23]2[N:22]=1, predict the reactants needed to synthesize it. The reactants are: [Cl:1][C:2]1[C:7]([N:8]2[CH2:17][CH2:16][C@@H:15]3[C@H:10]([O:11][CH2:12][CH2:13][NH:14]3)[CH2:9]2)=[CH:6][C:5]([C:18]#[N:19])=[CH:4][C:3]=1[NH:20][C:21]1[N:26]=[C:25]([NH:27][CH2:28][CH3:29])[C:24]2=[N:30][CH:31]=[C:32]([C:33]#[N:34])[N:23]2[N:22]=1.C(OC)(OC)OC.CC(O)=O.[O:46]1[CH2:49][C:48](=O)[CH2:47]1. (3) Given the product [CH2:14]([O:18][C:19](=[O:23])[C@H:20]([CH3:22])[NH:21][C:10](=[O:12])[CH2:9][C:4]1[CH:5]=[C:6]([Cl:8])[CH:7]=[C:2]([Cl:1])[CH:3]=1)[CH:15]([CH3:17])[CH3:16], predict the reactants needed to synthesize it. The reactants are: [Cl:1][C:2]1[CH:3]=[C:4]([CH2:9][C:10]([OH:12])=O)[CH:5]=[C:6]([Cl:8])[CH:7]=1.Cl.[CH2:14]([O:18][C:19](=[O:23])[C@H:20]([CH3:22])[NH2:21])[CH:15]([CH3:17])[CH3:16].